This data is from Forward reaction prediction with 1.9M reactions from USPTO patents (1976-2016). The task is: Predict the product of the given reaction. (1) Given the reactants C=O.[NH:3]1[CH2:8][CH2:7][CH:6]([C:9]2[CH:14]=[CH:13][C:12]([NH:15][C:16]3[N:21]=[C:20]([CH2:22][CH2:23][C:24]4[CH:29]=[CH:28][CH:27]=[CH:26][C:25]=4[CH2:30][C:31]([NH2:33])=[O:32])[C:19]([C:34]([F:37])([F:36])[F:35])=[CH:18][N:17]=3)=[CH:11][CH:10]=2)[CH2:5][CH2:4]1.[C:38](O[BH-](OC(=O)C)OC(=O)C)(=O)C.[Na+], predict the reaction product. The product is: [CH3:38][N:3]1[CH2:8][CH2:7][CH:6]([C:9]2[CH:10]=[CH:11][C:12]([NH:15][C:16]3[N:21]=[C:20]([CH2:22][CH2:23][C:24]4[CH:29]=[CH:28][CH:27]=[CH:26][C:25]=4[CH2:30][C:31]([NH2:33])=[O:32])[C:19]([C:34]([F:37])([F:36])[F:35])=[CH:18][N:17]=3)=[CH:13][CH:14]=2)[CH2:5][CH2:4]1. (2) Given the reactants [C:1]([O:5][C:6]([NH:8][CH:9]1[CH2:12][NH:11][CH2:10]1)=[O:7])([CH3:4])([CH3:3])[CH3:2].Br[C:14]1[S:15][C:16]([C:22]([O:24][CH2:25][CH3:26])=[O:23])=[C:17]([CH:19]([CH3:21])[CH3:20])[N:18]=1.C(N(C(C)C)CC)(C)C, predict the reaction product. The product is: [C:1]([O:5][C:6]([NH:8][CH:9]1[CH2:10][N:11]([C:14]2[S:15][C:16]([C:22]([O:24][CH2:25][CH3:26])=[O:23])=[C:17]([CH:19]([CH3:20])[CH3:21])[N:18]=2)[CH2:12]1)=[O:7])([CH3:4])([CH3:2])[CH3:3]. (3) Given the reactants C[Mg]Br.O1CCC[CH2:5]1.[CH:9]([C:11]1[CH:29]=[C:14]2[C:15]([C:21]3[CH:22]([CH3:28])[CH2:23][C:24](=[O:27])[NH:25][N:26]=3)=[CH:16][CH:17]=[C:18]([O:19][CH3:20])[N:13]2[N:12]=1)=[O:10], predict the reaction product. The product is: [OH:10][CH:9]([C:11]1[CH:29]=[C:14]2[C:15]([C:21]3[CH:22]([CH3:28])[CH2:23][C:24](=[O:27])[NH:25][N:26]=3)=[CH:16][CH:17]=[C:18]([O:19][CH3:20])[N:13]2[N:12]=1)[CH3:5]. (4) The product is: [N:15]1([CH2:18][C:19]2[CH:25]=[CH:24][C:23]([C:28]#[N:29])=[CH:22][CH:21]=2)[CH2:16][CH2:17][CH2:5][CH2:6][NH:7][CH2:8][CH2:9][NH:10][CH2:11][CH2:12][NH:1][CH2:14][CH2:13]1. Given the reactants [NH:1]1[CH2:12][CH2:11][NH:10][CH2:9][CH2:8][NH:7][CH2:6][CH2:5]NCC1.[CH2:13]([N:15]([CH2:18][CH3:19])[CH2:16][CH3:17])[CH3:14].Br[C:21]1[CH:22]=[C:23]([C:28]#[N:29])[C:24](C)=[CH:25]C=1.C(Cl)Cl, predict the reaction product. (5) Given the reactants [CH3:1][O:2][C:3]1[CH:4]=[C:5]([C:13]2[CH:14]=[C:15]3[CH2:21][C:20](=[O:22])[NH:19][C:16]3=[N:17][CH:18]=2)[CH:6]=[C:7]([O:11][CH3:12])[C:8]=1[O:9][CH3:10].CN(CCN(C)C)C.[Li][CH2:32][CH2:33][CH2:34][CH3:35].[CH2:36](Br)[C:37]1[CH:42]=[CH:41][CH:40]=[CH:39][CH:38]=1.[CH2:44]1[CH2:48]OC[CH2:45]1, predict the reaction product. The product is: [CH2:35]([C:21]1([CH2:36][C:37]2[CH:42]=[CH:41][CH:40]=[CH:39][CH:38]=2)[C:15]2[C:16](=[N:17][CH:18]=[C:13]([C:5]3[CH:6]=[C:7]([O:11][CH3:12])[C:8]([O:9][CH3:10])=[C:3]([O:2][CH3:1])[CH:4]=3)[CH:14]=2)[NH:19][C:20]1=[O:22])[C:34]1[CH:48]=[CH:44][CH:45]=[CH:32][CH:33]=1. (6) Given the reactants Br[C:2]1[CH:7]=[CH:6][C:5]([C:8](=[C:16]2[CH2:22][CH2:21][CH2:20][CH2:19][CH2:18][CH2:17]2)[C:9]2[CH:14]=[CH:13][C:12]([OH:15])=[CH:11][CH:10]=2)=[CH:4][CH:3]=1.[O:23]1[CH:27]=[CH:26][C:25](B(O)O)=[CH:24]1.C([O-])([O-])=O.[Na+].[Na+].COCCOC, predict the reaction product. The product is: [C:16]1(=[C:8]([C:5]2[CH:6]=[CH:7][C:2]([C:25]3[CH:26]=[CH:27][O:23][CH:24]=3)=[CH:3][CH:4]=2)[C:9]2[CH:10]=[CH:11][C:12]([OH:15])=[CH:13][CH:14]=2)[CH2:17][CH2:18][CH2:19][CH2:20][CH2:21][CH2:22]1.